This data is from Forward reaction prediction with 1.9M reactions from USPTO patents (1976-2016). The task is: Predict the product of the given reaction. (1) Given the reactants [CH3:1][O:2][C:3]([C:5]1[S:12][C:11]2[C:10]([C:13]3[N:14](C(OC(C)(C)C)=O)[C:15]4[C:20]([CH:21]=3)=[CH:19][C:18]([C:22](=[O:24])[CH3:23])=[CH:17][CH:16]=4)=[N:9][N:8](C(OC(C)(C)C)=O)[C:7]=2[CH:6]=1)=[O:4].Cl.C([O-])([O-])=O.[Na+].[Na+], predict the reaction product. The product is: [CH3:1][O:2][C:3]([C:5]1[S:12][C:11]2[C:10]([C:13]3[NH:14][C:15]4[C:20]([CH:21]=3)=[CH:19][C:18]([C:22](=[O:24])[CH3:23])=[CH:17][CH:16]=4)=[N:9][NH:8][C:7]=2[CH:6]=1)=[O:4]. (2) Given the reactants [Br:1][C:2]1[CH:3]=[C:4]([CH2:8][C:9]([OH:11])=[O:10])[CH:5]=[CH:6][CH:7]=1.S(=O)(=O)(O)O.[CH2:17](O)[CH3:18], predict the reaction product. The product is: [CH2:17]([O:10][C:9](=[O:11])[CH2:8][C:4]1[CH:5]=[CH:6][CH:7]=[C:2]([Br:1])[CH:3]=1)[CH3:18]. (3) The product is: [NH:13]([C:2]1[N:7]=[CH:6][C:5]([C:8]([OH:11])([CH3:10])[CH3:9])=[CH:4][CH:3]=1)[NH2:14]. Given the reactants Cl[C:2]1[N:7]=[CH:6][C:5]([C:8]([OH:11])([CH3:10])[CH3:9])=[CH:4][CH:3]=1.O.[NH2:13][NH2:14], predict the reaction product. (4) Given the reactants C(OC(N[C@@H](CC1C=NC(C(F)(F)F)=CC=1)C[N:11]([C:19]1[S:20][C:21]([C:24]2[CH:25]=[C:26]3[C:31](=[CH:32][CH:33]=2)[CH:30]=[N:29][C:28]([F:34])=[CH:27]3)=[CH:22][N:23]=1)[C:12](=[O:18])[O:13][C:14]([CH3:17])([CH3:16])[CH3:15])=O)(C)(C)C.[Cl-].[Li+], predict the reaction product. The product is: [F:34][C:28]1[N:29]=[CH:30][C:31]2[C:26]([CH:27]=1)=[CH:25][C:24]([C:21]1[S:20][C:19]([NH:11][C:12](=[O:18])[O:13][C:14]([CH3:16])([CH3:15])[CH3:17])=[N:23][CH:22]=1)=[CH:33][CH:32]=2. (5) Given the reactants C(=O)([O-])[O-].[K+].[K+].[CH2:7](Br)[C:8]1[CH:13]=[CH:12][CH:11]=[CH:10][CH:9]=1.[Cl:15][C:16]1[CH:17]=[C:18]2[C:22](=[CH:23][CH:24]=1)[NH:21][N:20]=[C:19]2[C:25]#[N:26], predict the reaction product. The product is: [CH2:7]([N:21]1[CH:22]2[CH:18]([CH:17]=[C:16]([Cl:15])[CH:24]=[CH:23]2)[C:19]([C:25]#[N:26])=[N:20]1)[C:8]1[CH:13]=[CH:12][CH:11]=[CH:10][CH:9]=1.